The task is: Predict which catalyst facilitates the given reaction.. This data is from Catalyst prediction with 721,799 reactions and 888 catalyst types from USPTO. (1) Reactant: [Cl:1][C:2]1[CH:10]=[C:9]2[C:5]([C:6]([C:18]([O:20][CH3:21])=[O:19])=[CH:7][N:8]2[C:11]([O:13][C:14]([CH3:17])([CH3:16])[CH3:15])=[O:12])=[CH:4][C:3]=1[C:22]1[CH:27]=[CH:26][C:25]([OH:28])=[CH:24][CH:23]=1.C1(P(C2C=CC=CC=2)C2C=CC=CC=2)C=CC=CC=1.[N:48]1[CH:53]=[CH:52][CH:51]=[C:50]([CH2:54]O)[CH:49]=1. Product: [Cl:1][C:2]1[CH:10]=[C:9]2[C:5]([C:6]([C:18]([O:20][CH3:21])=[O:19])=[CH:7][N:8]2[C:11]([O:13][C:14]([CH3:16])([CH3:17])[CH3:15])=[O:12])=[CH:4][C:3]=1[C:22]1[CH:27]=[CH:26][C:25]([O:28][CH2:54][C:50]2[CH:49]=[N:48][CH:53]=[CH:52][CH:51]=2)=[CH:24][CH:23]=1. The catalyst class is: 7. (2) Reactant: [CH3:1][O:2][C:3](=[O:16])[C:4]([OH:15])([C:10]1[S:11][CH:12]=[CH:13][CH:14]=1)[CH2:5][CH2:6][CH2:7][CH2:8][CH3:9].O[C@@H:18]1[CH:23]2C[CH2:25][N:20]([CH2:21][CH2:22]2)[CH2:19]1. Product: [N:20]12[CH2:21][CH2:22][CH:23]([CH2:18][CH2:19]1)[C@@H:1]([O:2][C:3](=[O:16])[C:4]([OH:15])([C:10]1[S:11][CH:12]=[CH:13][CH:14]=1)[CH2:5][CH2:6][CH2:7][CH2:8][CH3:9])[CH2:25]2. The catalyst class is: 11. (3) Reactant: N[C@H:2]([CH2:29][CH:30]([CH3:32])[CH3:31])[C:3]([N:5]1[CH2:9][C@H:8]2[C@H:10]([NH:13][C:14](=[O:28])[CH:15]([CH:22]3[CH2:27][CH2:26][CH2:25][CH2:24][CH2:23]3)[CH:16]3[CH2:21][CH2:20][CH2:19][CH2:18][CH2:17]3)[CH2:11][CH2:12][C@H:7]2[CH2:6]1)=[O:4].C=O.[C:35](O)(=O)C.[C:39]([BH3-])#[N:40]. Product: [CH:22]1([CH:15]([CH:16]2[CH2:17][CH2:18][CH2:19][CH2:20][CH2:21]2)[C:14]([NH:13][C@H:10]2[C@H:8]3[C@H:7]([CH2:6][N:5]([C:3](=[O:4])[C@@H:2]([CH2:29][CH:30]([CH3:31])[CH3:32])[N:40]([CH3:39])[CH3:35])[CH2:9]3)[CH2:12][CH2:11]2)=[O:28])[CH2:23][CH2:24][CH2:25][CH2:26][CH2:27]1. The catalyst class is: 4. (4) Reactant: [CH3:1][N:2]1[CH2:7][CH2:6][N:5]([CH2:8][CH2:9][C:10]2[N:14]3[CH:15]=[C:16]([O:19][C@H:20]4[C:29]5[C:24](=[CH:25][CH:26]=[CH:27][CH:28]=5)[C@@H:23]([NH2:30])[CH2:22][CH2:21]4)[CH:17]=[CH:18][C:13]3=[N:12][N:11]=2)[CH2:4][CH2:3]1.ClC(Cl)(Cl)C[O:34][C:35](=[O:53])[NH:36][C:37]1[N:38]([C:46]2[CH:51]=[CH:50][C:49]([CH3:52])=[CH:48][CH:47]=2)[N:39]=[C:40]([C:42]([CH3:45])([CH3:44])[CH3:43])[CH:41]=1.CCN(C(C)C)C(C)C.C(O)=O. Product: [CH:35]([OH:53])=[O:34].[C:42]([C:40]1[CH:41]=[C:37]([NH:36][C:35]([NH:30][C@@H:23]2[C:24]3[C:29](=[CH:28][CH:27]=[CH:26][CH:25]=3)[C@H:20]([O:19][C:16]3[CH:17]=[CH:18][C:13]4[N:14]([C:10]([CH2:9][CH2:8][N:5]5[CH2:4][CH2:3][N:2]([CH3:1])[CH2:7][CH2:6]5)=[N:11][N:12]=4)[CH:15]=3)[CH2:21][CH2:22]2)=[O:34])[N:38]([C:46]2[CH:51]=[CH:50][C:49]([CH3:52])=[CH:48][CH:47]=2)[N:39]=1)([CH3:45])([CH3:43])[CH3:44]. The catalyst class is: 12. (5) Reactant: Cl.[Cl:2][C:3]1[C:4]([CH2:23][NH:24][CH2:25][C:26]2[CH:31]=[CH:30][C:29](F)=[CH:28][CH:27]=2)=[CH:5][C:6]([O:21][CH3:22])=[C:7]([NH:9][C:10]([NH:12][C:13]2[CH:18]=[N:17][C:16]([C:19]#[N:20])=[CH:15][N:14]=2)=[O:11])[CH:8]=1.CCCCC. Product: [ClH:2].[CH2:25]([NH:24][CH2:23][C:4]1[C:3]([Cl:2])=[CH:8][C:7]([NH:9][C:10]([NH:12][C:13]2[CH:18]=[N:17][C:16]([C:19]#[N:20])=[CH:15][N:14]=2)=[O:11])=[C:6]([O:21][CH3:22])[CH:5]=1)[C:26]1[CH:31]=[CH:30][CH:29]=[CH:28][CH:27]=1. The catalyst class is: 258.